Dataset: Full USPTO retrosynthesis dataset with 1.9M reactions from patents (1976-2016). Task: Predict the reactants needed to synthesize the given product. (1) Given the product [C:58]([N:55]1[CH2:54][CH2:53][CH:52]([N:46]2[CH2:47][CH2:48][N:49]([C:21]([N:11]3[C@@:12]([C:14]4[CH:19]=[CH:18][C:17]([Cl:20])=[CH:16][CH:15]=4)([CH3:13])[C@@:8]([C:5]4[CH:4]=[CH:3][C:2]([Cl:1])=[CH:7][CH:6]=4)([CH3:38])[N:9]=[C:10]3[C:24]3[CH:29]=[CH:28][C:27]([C:30]([CH3:32])([CH3:31])[C:33]#[N:34])=[CH:26][C:25]=3[O:35][CH2:36][CH3:37])=[O:22])[CH2:50][CH2:51]2)[CH2:57][CH2:56]1)(=[O:60])[CH3:59], predict the reactants needed to synthesize it. The reactants are: [Cl:1][C:2]1[CH:7]=[CH:6][C:5]([C:8]2([CH3:38])[C:12]([C:14]3[CH:19]=[CH:18][C:17]([Cl:20])=[CH:16][CH:15]=3)([CH3:13])[N:11]([C:21](Cl)=[O:22])[C:10]([C:24]3[CH:29]=[CH:28][C:27]([C:30]([C:33]#[N:34])([CH3:32])[CH3:31])=[CH:26][C:25]=3[O:35][CH2:36][CH3:37])=[N:9]2)=[CH:4][CH:3]=1.FC(F)(F)C(O)=O.[N:46]1([CH:52]2[CH2:57][CH2:56][N:55]([C:58](=[O:60])[CH3:59])[CH2:54][CH2:53]2)[CH2:51][CH2:50][NH:49][CH2:48][CH2:47]1. (2) Given the product [Cl:18][C:5](=[N:6][OH:7])[C:4]1[CH:8]=[CH:9][CH:10]=[C:2]([Br:1])[CH:3]=1, predict the reactants needed to synthesize it. The reactants are: [Br:1][C:2]1[CH:3]=[C:4]([CH:8]=[CH:9][CH:10]=1)[CH:5]=[N:6][OH:7].C1C(=O)N([Cl:18])C(=O)C1. (3) Given the product [F:38][C:37]([F:40])([F:39])[S:34]([O:13][C:14]1[CH2:15][N:16]([NH:19][C:20]([O:22][C:23]([CH3:26])([CH3:25])[CH3:24])=[O:21])[CH2:17][CH:18]=1)(=[O:36])=[O:35], predict the reactants needed to synthesize it. The reactants are: C([Li])CCC.C(NC(C)C)(C)C.[O:13]=[C:14]1[CH2:18][CH2:17][N:16]([NH:19][C:20]([O:22][C:23]([CH3:26])([CH3:25])[CH3:24])=[O:21])[CH2:15]1.C1C=CC(N([S:34]([C:37]([F:40])([F:39])[F:38])(=[O:36])=[O:35])[S:34]([C:37]([F:40])([F:39])[F:38])(=[O:36])=[O:35])=CC=1. (4) Given the product [F:1][C:2]1[CH:7]=[CH:6][C:5]([S:8]([N:11]([CH2:29][C:28]2[CH:31]=[CH:32][C:25]([O:24][CH3:23])=[CH:26][CH:27]=2)[CH2:12][C:13]2[CH:18]=[CH:17][C:16]([O:19][CH3:20])=[CH:15][CH:14]=2)(=[O:10])=[O:9])=[CH:4][CH:3]=1, predict the reactants needed to synthesize it. The reactants are: [F:1][C:2]1[CH:7]=[CH:6][C:5]([S:8]([NH:11][CH2:12][C:13]2[CH:18]=[CH:17][C:16]([O:19][CH3:20])=[CH:15][CH:14]=2)(=[O:10])=[O:9])=[CH:4][CH:3]=1.[H-].[Na+].[CH3:23][O:24][C:25]1[CH:32]=[CH:31][C:28]([CH2:29]Cl)=[CH:27][CH:26]=1.O. (5) Given the product [F:34][C:35]1[CH:36]=[C:37]([C:42]2[CH:43]=[C:44]([CH2:53][N:11]3[CH2:12][CH2:13][N:8]([CH3:6])[CH2:9][CH2:10]3)[C:45](=[O:52])[N:46]([CH2:48][CH:49]([CH3:51])[CH3:50])[N:47]=2)[CH:38]=[CH:39][C:40]=1[CH3:41], predict the reactants needed to synthesize it. The reactants are: C(O[C:6]([N:8]1[CH2:13][CH2:12][N:11](C2C(=O)N(CC(C)C)N=C(C3C=CC(C)=C(F)C=3)C=2C)[CH2:10][CH2:9]1)=O)(C)(C)C.[F:34][C:35]1[CH:36]=[C:37]([C:42]2[CH:43]=[C:44]([CH2:53]OS(C)(=O)=O)[C:45](=[O:52])[N:46]([CH2:48][CH:49]([CH3:51])[CH3:50])[N:47]=2)[CH:38]=[CH:39][C:40]=1[CH3:41].CN1CCNCC1. (6) Given the product [Br:22][CH:23]([Br:24])[C:16](=[O:21])[C:17]([F:19])([F:20])[CH3:18], predict the reactants needed to synthesize it. The reactants are: C(NC(C)C)(C)C.C([Li])CCC.C(O[C:16](=[O:21])[C:17]([F:20])([F:19])[CH3:18])C.[Br:22][CH2:23][Br:24]. (7) Given the product [Br:27][C:23]1[N:22]=[C:21]([CH2:20][N:10]2[C:11]3[C:16](=[CH:15][CH:14]=[C:13]([CH3:19])[N:12]=3)[C:17](=[O:18])[C:8]([C:6]([OH:7])=[O:5])=[CH:9]2)[CH:26]=[CH:25][CH:24]=1, predict the reactants needed to synthesize it. The reactants are: [OH-].[Li+].C([O:5][C:6]([C:8]1[C:17](=[O:18])[C:16]2[C:11](=[N:12][C:13]([CH3:19])=[CH:14][CH:15]=2)[N:10]([CH2:20][C:21]2[CH:26]=[CH:25][CH:24]=[C:23]([Br:27])[N:22]=2)[CH:9]=1)=[O:7])C.O.Cl. (8) Given the product [O:1]=[CH:2][C@@H:3]([C@H:5]([C@@H:7]([C@@H:9]([CH2:11][OH:12])[OH:10])[OH:8])[OH:6])[OH:4], predict the reactants needed to synthesize it. The reactants are: [O:1]=[CH:2][C@@H:3]([C@H:5]([C@H:7]([C@@H:9]([CH2:11][OH:12])[OH:10])[OH:8])[OH:6])[OH:4]. (9) Given the product [C:1]([C:3]1[CH:4]=[CH:5][C:6]([CH2:7][NH:8][C:9](=[O:21])[CH:10]([C:13]2[C:18]([O:19][CH2:25][CH2:26][OH:27])=[CH:17][CH:16]=[CH:15][C:14]=2[F:20])[O:11][CH3:12])=[CH:22][CH:23]=1)#[N:2], predict the reactants needed to synthesize it. The reactants are: [C:1]([C:3]1[CH:23]=[CH:22][C:6]([CH2:7][NH:8][C:9](=[O:21])[CH:10]([C:13]2[C:18]([OH:19])=[CH:17][CH:16]=[CH:15][C:14]=2[F:20])[O:11][CH3:12])=[CH:5][CH:4]=1)#[N:2].Br[CH2:25][CH2:26][OH:27].C(=O)([O-])[O-].[Cs+].[Cs+]. (10) Given the product [Br:1][C:2]1[C:3]([N:14]([C:15]([O:17][CH2:18][C:19]([Cl:20])([Cl:22])[Cl:21])=[O:16])[C@H:24]([C:25]([O:27][CH2:28][C:29]2[CH:30]=[CH:31][C:32]([O:35][CH3:36])=[CH:33][CH:34]=2)=[O:26])[CH2:37][CH:38]([CH3:40])[CH3:39])=[N:4][N:5]([C:7]([O:9][C:10]([CH3:12])([CH3:13])[CH3:11])=[O:8])[CH:6]=1, predict the reactants needed to synthesize it. The reactants are: [Br:1][C:2]1[C:3]([NH:14][C:15]([O:17][CH2:18][C:19]([Cl:22])([Cl:21])[Cl:20])=[O:16])=[N:4][N:5]([C:7]([O:9][C:10]([CH3:13])([CH3:12])[CH3:11])=[O:8])[CH:6]=1.O[CH:24]([CH2:37][CH:38]([CH3:40])[CH3:39])[C:25]([O:27][CH2:28][C:29]1[CH:34]=[CH:33][C:32]([O:35][CH3:36])=[CH:31][CH:30]=1)=[O:26].C1(P(C2C=CC=CC=2)C2C=CC=CC=2)C=CC=CC=1.N(C(OC(C)C)=O)=NC(OC(C)C)=O.